This data is from Catalyst prediction with 721,799 reactions and 888 catalyst types from USPTO. The task is: Predict which catalyst facilitates the given reaction. (1) Reactant: C([O:5][C:6](=[O:43])[C@@H:7]([NH:29][S:30]([C:33]1[CH:38]=[CH:37][C:36]([NH:39][C:40](=[O:42])[CH3:41])=[CH:35][CH:34]=1)(=[O:32])=[O:31])[CH2:8][NH:9][C:10](=[O:28])[C:11]1[CH:16]=[CH:15][C:14]([CH2:17][CH2:18][C:19](=[O:27])[NH:20][C:21]2[NH:22][CH2:23][CH2:24][CH2:25][N:26]=2)=[CH:13][CH:12]=1)(C)(C)C.FC(F)(F)C(O)=O. Product: [C:40]([NH:39][C:36]1[CH:35]=[CH:34][C:33]([S:30]([NH:29][C@@H:7]([CH2:8][NH:9][C:10](=[O:28])[C:11]2[CH:16]=[CH:15][C:14]([CH2:17][CH2:18][C:19](=[O:27])[NH:20][C:21]3[NH:26][CH2:25][CH2:24][CH2:23][N:22]=3)=[CH:13][CH:12]=2)[C:6]([OH:43])=[O:5])(=[O:31])=[O:32])=[CH:38][CH:37]=1)(=[O:42])[CH3:41]. The catalyst class is: 4. (2) Reactant: Br[CH2:2][C:3]1[NH:8][C:7]([C:9]2[S:10][CH:11]=[CH:12][N:13]=2)=[N:6][CH:5]([C:14]2[CH:19]=[CH:18][CH:17]=[CH:16][C:15]=2[N+:20]([O-:22])=[O:21])[C:4]=1[C:23]([O:25][CH2:26][CH3:27])=[O:24].Cl.[NH:29]1[CH2:34][CH2:33][O:32][CH2:31][CH:30]1[C:35]([OH:37])=[O:36].C(=O)([O-])[O-].[K+].[K+]. Product: [CH2:26]([O:25][C:23]([C:4]1[CH:5]([C:14]2[CH:19]=[CH:18][CH:17]=[CH:16][C:15]=2[N+:20]([O-:22])=[O:21])[N:6]=[C:7]([C:9]2[S:10][CH:11]=[CH:12][N:13]=2)[NH:8][C:3]=1[CH2:2][N:29]1[CH2:34][CH2:33][O:32][CH2:31][CH:30]1[C:35]([OH:37])=[O:36])=[O:24])[CH3:27]. The catalyst class is: 8. (3) Product: [Br:3][C:4]1[CH:9]=[C:8]([Cl:10])[CH:7]=[CH:6][C:5]=1[CH2:11][CH2:1][NH2:2]. Reactant: [CH3:1][NH2:2].[Br:3][C:4]1[CH:9]=[C:8]([Cl:10])[CH:7]=[CH:6][C:5]=1[CH2:11]Br. The catalyst class is: 8. (4) Reactant: [F:1][C:2]1[CH:3]=[C:4]([OH:11])[CH:5]=[CH:6][C:7]=1[N+:8]([O-:10])=[O:9].[H-].[Na+].[CH3:14][O:15][CH2:16]Cl.O. Product: [F:1][C:2]1[CH:3]=[C:4]([O:11][CH2:14][O:15][CH3:16])[CH:5]=[CH:6][C:7]=1[N+:8]([O-:10])=[O:9]. The catalyst class is: 42. (5) Reactant: [NH2:1][C:2]1[C:7]([F:8])=[C:6](NN)[N:5]=[C:4]([C:11]#[N:12])[C:3]=1[Cl:13].S(Cl)([Cl:17])(=O)=O. Product: [NH2:1][C:2]1[C:7]([F:8])=[C:6]([Cl:17])[N:5]=[C:4]([C:11]#[N:12])[C:3]=1[Cl:13]. The catalyst class is: 2.